This data is from NCI-60 drug combinations with 297,098 pairs across 59 cell lines. The task is: Regression. Given two drug SMILES strings and cell line genomic features, predict the synergy score measuring deviation from expected non-interaction effect. (1) Drug 1: COC1=C2C(=CC3=C1OC=C3)C=CC(=O)O2. Drug 2: CC12CCC3C(C1CCC2OP(=O)(O)O)CCC4=C3C=CC(=C4)OC(=O)N(CCCl)CCCl.[Na+]. Cell line: RPMI-8226. Synergy scores: CSS=3.76, Synergy_ZIP=-1.84, Synergy_Bliss=-4.31, Synergy_Loewe=-1.88, Synergy_HSA=-5.67. (2) Drug 1: C1CN1P(=S)(N2CC2)N3CC3. Drug 2: CCC1(CC2CC(C3=C(CCN(C2)C1)C4=CC=CC=C4N3)(C5=C(C=C6C(=C5)C78CCN9C7C(C=CC9)(C(C(C8N6C=O)(C(=O)OC)O)OC(=O)C)CC)OC)C(=O)OC)O.OS(=O)(=O)O. Cell line: EKVX. Synergy scores: CSS=7.85, Synergy_ZIP=0.406, Synergy_Bliss=5.45, Synergy_Loewe=2.93, Synergy_HSA=2.46. (3) Drug 1: CNC(=O)C1=CC=CC=C1SC2=CC3=C(C=C2)C(=NN3)C=CC4=CC=CC=N4. Drug 2: CN(C)C1=NC(=NC(=N1)N(C)C)N(C)C. Cell line: HT29. Synergy scores: CSS=-9.64, Synergy_ZIP=2.50, Synergy_Bliss=-3.68, Synergy_Loewe=-13.1, Synergy_HSA=-9.89.